From a dataset of Reaction yield outcomes from USPTO patents with 853,638 reactions. Predict the reaction yield, written as a fraction of the theoretical maximum amount of product (1.0 means a 100% yield; for example, 0.34 means a 34% yield). The reactants are Cl.Cl.[Cl:3][C:4]1[C:5]([F:35])=[C:6]([CH:31]=[CH:32][C:33]=1[F:34])[NH:7][C:8]1[C:17]2[C:12](=[CH:13][C:14]([O:29][CH3:30])=[C:15]([O:18][CH:19]3[CH2:24][CH2:23][N:22]([CH2:25][C:26]([OH:28])=O)[CH2:21][CH2:20]3)[CH:16]=2)[N:11]=[CH:10][N:9]=1.[CH3:36][N:37]1[CH2:42][CH2:41][NH:40][CH2:39][CH2:38]1. No catalyst specified. The product is [Cl:3][C:4]1[C:5]([F:35])=[C:6]([CH:31]=[CH:32][C:33]=1[F:34])[NH:7][C:8]1[C:17]2[C:12](=[CH:13][C:14]([O:29][CH3:30])=[C:15]([O:18][CH:19]3[CH2:24][CH2:23][N:22]([CH2:25][C:26]([N:40]4[CH2:41][CH2:42][N:37]([CH3:36])[CH2:38][CH2:39]4)=[O:28])[CH2:21][CH2:20]3)[CH:16]=2)[N:11]=[CH:10][N:9]=1. The yield is 0.560.